This data is from Full USPTO retrosynthesis dataset with 1.9M reactions from patents (1976-2016). The task is: Predict the reactants needed to synthesize the given product. (1) Given the product [C:39]([N:25]1[CH2:24][CH2:23][CH:22]([CH2:21][NH:20][C:10]2[N:9]=[C:8]([N:7]3[C:6]4[CH:28]=[CH:29][CH:30]=[CH:31][C:5]=4[N:4]=[C:3]3[CH:2]([F:1])[F:32])[N:13]=[C:12]([N:14]3[CH2:19][CH2:18][O:17][CH2:16][CH2:15]3)[N:11]=2)[CH2:27][CH2:26]1)(=[O:41])[CH3:40], predict the reactants needed to synthesize it. The reactants are: [F:1][CH:2]([F:32])[C:3]1[N:7]([C:8]2[N:13]=[C:12]([N:14]3[CH2:19][CH2:18][O:17][CH2:16][CH2:15]3)[N:11]=[C:10]([NH:20][CH2:21][CH:22]3[CH2:27][CH2:26][NH:25][CH2:24][CH2:23]3)[N:9]=2)[C:6]2[CH:28]=[CH:29][CH:30]=[CH:31][C:5]=2[N:4]=1.N1C=CC=CC=1.[C:39](OC(=O)C)(=[O:41])[CH3:40]. (2) Given the product [Cl:52][C:47]1[CH:46]=[C:45]2[C:50]([C:41]([C:37]3[CH:38]=[CH:39][CH:40]=[C:35](/[CH:3]=[CH:2]/[C:1]([O:5][CH2:6][CH3:7])=[O:4])[CH:36]=3)=[C:42]([CH2:54][C:55]([NH:57][C:58]3[CH:63]=[CH:62][C:61]([F:64])=[CH:60][C:59]=3[C:65]([F:67])([F:66])[F:68])=[O:56])[C:43](=[O:53])[O:44]2)=[CH:49][C:48]=1[CH3:51], predict the reactants needed to synthesize it. The reactants are: [C:1]([O:5][CH2:6][CH3:7])(=[O:4])[CH:2]=[CH2:3].C(N(CC)CC)C.C1(P(C2C=CC=CC=2)C2C=CC=CC=2)C=CC=CC=1.Br[C:35]1[CH:36]=[C:37]([C:41]2[C:50]3[C:45](=[CH:46][C:47]([Cl:52])=[C:48]([CH3:51])[CH:49]=3)[O:44][C:43](=[O:53])[C:42]=2[CH2:54][C:55]([NH:57][C:58]2[CH:63]=[CH:62][C:61]([F:64])=[CH:60][C:59]=2[C:65]([F:68])([F:67])[F:66])=[O:56])[CH:38]=[CH:39][CH:40]=1.